This data is from In vitro SARS-CoV-2 activity screen of 1,480 approved drugs from Prestwick library. The task is: Binary Classification. Given a drug SMILES string, predict its activity (active/inactive) in a high-throughput screening assay against a specified biological target. (1) The molecule is C=C(CC)C(=O)c1ccc(OCC(=O)O)c(Cl)c1Cl. The result is 0 (inactive). (2) The molecule is CC(C)c1nc(CN(C)C(=O)N[C@H](C(=O)N[C@@H](Cc2ccccc2)C[C@H](O)[C@H](Cc2ccccc2)NC(=O)OCc2cncs2)C(C)C)cs1. The result is 0 (inactive).